From a dataset of Forward reaction prediction with 1.9M reactions from USPTO patents (1976-2016). Predict the product of the given reaction. (1) Given the reactants Br[C:2]1[CH:3]=[C:4]([CH:9]=[CH:10][C:11]=1[CH2:12][NH:13][C@@H:14]([C:17]1[CH:22]=[CH:21][C:20]([Cl:23])=[CH:19][CH:18]=1)[CH2:15][OH:16])[C:5]([O:7][CH3:8])=[O:6].C([O-])([O-])=O.[K+].[K+].Cl, predict the reaction product. The product is: [Cl:23][C:20]1[CH:21]=[CH:22][C:17]([C@@H:14]2[NH:13][CH2:12][C:11]3[CH:10]=[CH:9][C:4]([C:5]([O:7][CH3:8])=[O:6])=[CH:3][C:2]=3[O:16][CH2:15]2)=[CH:18][CH:19]=1. (2) Given the reactants [CH3:1][C:2]1([C:7]2[N:8]=[C:9]([CH2:12][N:13]3[CH:17]=[C:16]([NH2:18])[CH:15]=[N:14]3)[S:10][CH:11]=2)[O:6]CCO1.[F:19][C:20]([F:33])([F:32])[C:21]1[CH:26]=[CH:25][C:24](/[CH:27]=[CH:28]/[C:29](O)=[O:30])=[CH:23][CH:22]=1, predict the reaction product. The product is: [C:2]([C:7]1[N:8]=[C:9]([CH2:12][N:13]2[CH:17]=[C:16]([NH:18][C:29](=[O:30])/[CH:28]=[CH:27]/[C:24]3[CH:23]=[CH:22][C:21]([C:20]([F:32])([F:33])[F:19])=[CH:26][CH:25]=3)[CH:15]=[N:14]2)[S:10][CH:11]=1)(=[O:6])[CH3:1].